This data is from Full USPTO retrosynthesis dataset with 1.9M reactions from patents (1976-2016). The task is: Predict the reactants needed to synthesize the given product. (1) Given the product [CH3:1][O:2][C:3]1[CH:4]=[C:5]2[C:10](=[CH:11][C:12]=1[O:13][CH3:14])[N:9]=[CH:8][CH:7]=[C:6]2[O:15][C:16]1[CH:22]=[CH:21][C:19]([NH:20][C:29](=[O:35])[O:28][CH2:26][C:41]2[CH:42]=[CH:43][C:38]([CH3:37])=[CH:39][CH:40]=2)=[C:18]([CH3:23])[C:17]=1[CH3:24], predict the reactants needed to synthesize it. The reactants are: [CH3:1][O:2][C:3]1[CH:4]=[C:5]2[C:10](=[CH:11][C:12]=1[O:13][CH3:14])[N:9]=[CH:8][CH:7]=[C:6]2[O:15][C:16]1[CH:22]=[CH:21][C:19]([NH2:20])=[C:18]([CH3:23])[C:17]=1[CH3:24].Cl[C:26](Cl)([O:28][C:29](=[O:35])OC(Cl)(Cl)Cl)Cl.[CH3:37][C:38]1[CH:43]=[CH:42][C:41](CO)=[CH:40][CH:39]=1.C(=O)(O)[O-].[Na+]. (2) Given the product [NH2:17][C:3]1[CH:4]=[C:5]([CH2:8][CH2:9][C:10]([O:12][C:13]([CH3:16])([CH3:15])[CH3:14])=[O:11])[CH:6]=[CH:7][C:2]=1[F:1], predict the reactants needed to synthesize it. The reactants are: [F:1][C:2]1[CH:7]=[CH:6][C:5](/[CH:8]=[CH:9]/[C:10]([O:12][C:13]([CH3:16])([CH3:15])[CH3:14])=[O:11])=[CH:4][C:3]=1[N+:17]([O-])=O. (3) Given the product [CH2:14]([O:13][Si:9]([O:16][CH2:17][CH3:18])([O:10][CH2:11][CH3:12])[N:1]1[CH2:6][CH2:5][NH:4][CH2:3][CH:2]1[CH3:22])[CH3:15], predict the reactants needed to synthesize it. The reactants are: [NH:1]1[CH2:6][CH2:5][NH:4][CH2:3][CH2:2]1.ClC[Si:9]([O:16][CH2:17][CH3:18])([O:13][CH2:14][CH3:15])[O:10][CH2:11][CH3:12].[SiH4].Cl.N1CCNC[CH2:22]1. (4) Given the product [ClH:1].[ClH:1].[CH:27]1[C:28]2[C:23](=[CH:22][C:21]3[C:16]([C:15]=2[CH2:14][NH:8][CH2:9][CH2:10][CH2:11][CH2:12][NH2:13])=[CH:17][CH:18]=[CH:19][CH:20]=3)[CH:24]=[CH:25][CH:26]=1, predict the reactants needed to synthesize it. The reactants are: [ClH:1].Cl.Cl.NCCC[N:8]([CH2:14][C:15]1[C:16]2[C:21]([CH:22]=[C:23]3[C:28]=1[CH:27]=[CH:26][CH:25]=[CH:24]3)=[CH:20][CH:19]=[CH:18][CH:17]=2)[CH2:9][CH2:10][CH2:11][CH2:12][NH2:13].Cl.Cl.Cl.NCCCCN(CC1C2C(C=C3C=1C=CC=C3)=CC=CC=2)CCCCN.Cl.Cl.Cl.NCCCCN(CC1C2C(C=C3C=1C=CC=C3)=CC=CC=2)CCCCCN.Cl.Cl.Cl.NCCCCNCCCCNCC1C2C(=CC=CC=2)C=CC=1.Cl.Cl.Cl.NCCCCNCCCCNCC1C2C3=C4C(=CC=2)C=CC=C4C=CC3=CC=1.Cl.Cl.Cl.C1C2C(=CC3C(C=2CNCCCCNC2CCC(N)CC2)=CC=CC=3)C=CC=1. (5) Given the product [NH2:4][C:3]1[CH:5]=[CH:6][C:7]([N:12]2[CH:13]=[CH:14][CH:15]=[C:16]([OH:17])[C:11]2=[O:10])=[CH:8][C:2]=1[F:1], predict the reactants needed to synthesize it. The reactants are: [F:1][C:2]1[CH:8]=[C:7](I)[CH:6]=[CH:5][C:3]=1[NH2:4].[OH:10][C:11]1[C:16]([OH:17])=[CH:15][CH:14]=[CH:13][N:12]=1. (6) Given the product [CH:48]([OH:49])=[O:60].[C:1]([C:5]1[CH:9]=[C:8]([NH:10][C:11]([NH:13][C@@H:14]2[C:23]3[C:18](=[CH:19][CH:20]=[CH:21][CH:22]=3)[C@H:17]([O:24][C:25]3[CH:26]=[CH:27][C:28]4[N:29]([C:31]([N:34]5[CH2:39][CH2:38][CH2:37][CH2:36][C@@H:35]5[CH3:40])=[N:32][N:33]=4)[CH:30]=3)[CH2:16][CH2:15]2)=[O:12])[N:7]([C:41]2[CH:46]=[CH:45][CH:44]=[C:43]([CH2:47][CH2:48][N:55]([CH3:56])[CH3:54])[CH:42]=2)[N:6]=1)([CH3:2])([CH3:4])[CH3:3], predict the reactants needed to synthesize it. The reactants are: [C:1]([C:5]1[CH:9]=[C:8]([NH:10][C:11]([NH:13][C@@H:14]2[C:23]3[C:18](=[CH:19][CH:20]=[CH:21][CH:22]=3)[C@H:17]([O:24][C:25]3[CH:26]=[CH:27][C:28]4[N:29]([C:31]([N:34]5[CH2:39][CH2:38][CH2:37][CH2:36][C@@H:35]5[CH3:40])=[N:32][N:33]=4)[CH:30]=3)[CH2:16][CH2:15]2)=[O:12])[N:7]([C:41]2[CH:42]=[C:43]([CH2:47][CH2:48][O:49]S(C)(=O)=O)[CH:44]=[CH:45][CH:46]=2)[N:6]=1)([CH3:4])([CH3:3])[CH3:2].[CH3:54][NH:55][CH3:56].C1C[O:60]CC1. (7) The reactants are: [Cl:1][C:2]1[CH:18]=[C:17]([Cl:19])[CH:16]=[CH:15][C:3]=1[CH2:4][NH:5][C:6](=[O:14])[C:7]1[CH:12]=[CH:11][C:10]([OH:13])=[N:9][CH:8]=1.[CH2:20](I)[CH3:21].C(=O)([O-])[O-].[K+].[K+]. Given the product [Cl:1][C:2]1[CH:18]=[C:17]([Cl:19])[CH:16]=[CH:15][C:3]=1[CH2:4][NH:5][C:6]([C:7]1[CH:12]=[CH:11][C:10](=[O:13])[N:9]([CH2:20][CH3:21])[CH:8]=1)=[O:14], predict the reactants needed to synthesize it. (8) The reactants are: [C:1]1([C:7]2[C:8]([O:10][C:11](=[O:13])[CH:12]=2)=[O:9])[CH:6]=[CH:5][CH:4]=[CH:3][CH:2]=1.[F-].[Cs+].[C:16]([Si](C)(C)C)([F:19])([F:18])[F:17]. Given the product [F:17][C:16]([F:19])([F:18])[C:8](=[O:9])[C:7]([C:1]1[CH:6]=[CH:5][CH:4]=[CH:3][CH:2]=1)=[CH:12][C:11]([OH:10])=[O:13], predict the reactants needed to synthesize it. (9) Given the product [OH:15][CH:10]1[CH2:11][CH2:12][CH2:13][CH2:14][CH:9]1[NH:8][S:4]([CH:1]([CH3:2])[CH3:16])(=[O:5])=[O:6], predict the reactants needed to synthesize it. The reactants are: [CH2:1]([S:4](Cl)(=[O:6])=[O:5])[CH2:2]C.[NH2:8][CH:9]1[CH2:14][CH2:13][CH2:12][CH2:11][CH:10]1[OH:15].[CH2:16]1CCN2C(=NCCC2)CC1.